Dataset: Forward reaction prediction with 1.9M reactions from USPTO patents (1976-2016). Task: Predict the product of the given reaction. (1) Given the reactants [NH:1]([C:8]1[N:13]=[C:12]([C:14]2[N:22]3[C:17]([CH2:18][O:19][CH2:20][CH2:21]3)=[N:16][CH:15]=2)[CH:11]=[CH:10][N:9]=1)[C:2]1[CH:7]=[CH:6][CH:5]=[CH:4][CH:3]=1.[CH2:23]([Li])CCC.IC, predict the reaction product. The product is: [NH:1]([C:8]1[N:13]=[C:12]([C:14]2[N:22]3[C:17]([CH:18]([CH3:23])[O:19][CH2:20][CH2:21]3)=[N:16][CH:15]=2)[CH:11]=[CH:10][N:9]=1)[C:2]1[CH:7]=[CH:6][CH:5]=[CH:4][CH:3]=1. (2) The product is: [CH3:14][N:2]([CH3:1])[C:3]([N:5]1[CH2:6][CH2:7][CH:8]([C:11]([NH:25][C:26]2[S:27][C:28]([N:36]3[CH2:37][CH2:38][O:39][CH2:40][CH2:41]3)=[C:29]([C:31]3[O:32][CH:33]=[CH:34][CH:35]=3)[N:30]=2)=[O:13])[CH2:9][CH2:10]1)=[O:4]. Given the reactants [CH3:1][N:2]([CH3:14])[C:3]([N:5]1[CH2:10][CH2:9][CH:8]([C:11]([OH:13])=O)[CH2:7][CH2:6]1)=[O:4].S(Cl)(Cl)=O.N1C=CC=CC=1.[NH2:25][C:26]1[S:27][C:28]([N:36]2[CH2:41][CH2:40][O:39][CH2:38][CH2:37]2)=[C:29]([C:31]2[O:32][CH:33]=[CH:34][CH:35]=2)[N:30]=1, predict the reaction product. (3) The product is: [ClH:37].[ClH:37].[ClH:37].[CH2:1]([N:8]1[CH2:9][CH2:10][N:11]([CH2:14][CH2:15][NH:16][C:17]([C:19]2[CH:36]=[CH:35][C:22]3[CH2:23][CH2:24][NH:25][CH2:26][CH2:27][C:21]=3[CH:20]=2)=[O:18])[CH2:12][CH2:13]1)[C:2]1[CH:7]=[CH:6][CH:5]=[CH:4][CH:3]=1. Given the reactants [CH2:1]([N:8]1[CH2:13][CH2:12][N:11]([CH2:14][CH2:15][NH:16][C:17]([C:19]2[CH:36]=[CH:35][C:22]3[CH2:23][CH2:24][N:25](C(OC(C)(C)C)=O)[CH2:26][CH2:27][C:21]=3[CH:20]=2)=[O:18])[CH2:10][CH2:9]1)[C:2]1[CH:7]=[CH:6][CH:5]=[CH:4][CH:3]=1.[ClH:37], predict the reaction product. (4) Given the reactants [CH3:1][C:2]1[N:3]=[C:4]([C:7]2([N:13]([C:17]3[CH:22]=[CH:21][CH:20]=[CH:19][CH:18]=3)[C:14](=[O:16])[CH3:15])[CH2:12][CH2:11][NH:10][CH2:9][CH2:8]2)[S:5][CH:6]=1.[C:23](Cl)(=[O:30])[C:24]1[CH:29]=[CH:28][CH:27]=[CH:26][CH:25]=1.C(OCC)(=O)C, predict the reaction product. The product is: [C:23]([N:10]1[CH2:11][CH2:12][C:7]([N:13]([C:17]2[CH:18]=[CH:19][CH:20]=[CH:21][CH:22]=2)[C:14](=[O:16])[CH3:15])([C:4]2[S:5][CH:6]=[C:2]([CH3:1])[N:3]=2)[CH2:8][CH2:9]1)(=[O:30])[C:24]1[CH:29]=[CH:28][CH:27]=[CH:26][CH:25]=1. (5) Given the reactants [NH2:1][C:2]1[CH:7]=[C:6]([Cl:8])[CH:5]=[C:4]([CH:9]([CH3:11])[CH3:10])[C:3]=1[OH:12].[C:13](=S)=[S:14].[OH-].[K+], predict the reaction product. The product is: [Cl:8][C:6]1[CH:5]=[C:4]([CH:9]([CH3:10])[CH3:11])[C:3]2[O:12][C:13]([SH:14])=[N:1][C:2]=2[CH:7]=1. (6) Given the reactants [NH:1]1[C:9]2[C:4](=[CH:5][CH:6]=[CH:7][CH:8]=2)[C:3](/[CH:10]=[CH:11]/[C:12]([NH:14][C@@H:15]([C:17]2[CH:22]=[CH:21][C:20]([O:23][CH2:24][C:25]([F:28])([F:27])[F:26])=[CH:19][N:18]=2)[CH3:16])=[O:13])=[CH:2]1.[CH2:29]([Zn])C.ICI.Cl.N, predict the reaction product. The product is: [NH:1]1[C:9]2[C:4](=[CH:5][CH:6]=[CH:7][CH:8]=2)[C:3]([C@@H:10]2[CH2:29][C@H:11]2[C:12]([NH:14][C@@H:15]([C:17]2[CH:22]=[CH:21][C:20]([O:23][CH2:24][C:25]([F:26])([F:28])[F:27])=[CH:19][N:18]=2)[CH3:16])=[O:13])=[CH:2]1. (7) Given the reactants N.CC(C)([O-])C.[K+].[C:8]([O:12]O)([CH3:11])(C)C.[Cl:14][C:15]1C=C[N:18]=[CH:17][C:16]=1[N+:21]([O-:23])=[O:22], predict the reaction product. The product is: [Cl:14][C:15]1[C:16]([N+:21]([O-:23])=[O:22])=[CH:17][N:18]=[C:8]([OH:12])[CH:11]=1.